This data is from Experimentally validated miRNA-target interactions with 360,000+ pairs, plus equal number of negative samples. The task is: Binary Classification. Given a miRNA mature sequence and a target amino acid sequence, predict their likelihood of interaction. (1) The miRNA is hsa-miR-519c-5p with sequence CUCUAGAGGGAAGCGCUUUCUG. The protein sequence of the target gene is MTPASRSACRWALLLLAVLWPQQRAAGSGIFQLRLQEFVNQRGMLANGQSCEPGCRTFFRICLKHFQATFSEGPCTFGNVSTPVLGTNSFVVRDKNSGSGRNPLQLPFNFTWPGTFSLNIQAWHTPGDDLRPETSPGNSLISQIIIQGSLAVGKIWRTDEQNDTLTRLSYSYRVICSDNYYGESCSRLCKKRDDHFGHYECQPDGSLSCLPGWTGKYCDQPICLSGCHEQNGYCSKPDECICRPGWQGRLCNECIPHNGCRHGTCSIPWQCACDEGWGGLFCDQDLNYCTHHSPCKNGST.... Result: 0 (no interaction). (2) The miRNA is mmu-miR-712-5p with sequence CUCCUUCACCCGGGCGGUACC. Result: 1 (interaction). The protein sequence of the target gene is MLPRLVCISDYEQHVRSVLQKSVYDYYRSGANDQETLADNIQAFSRWKLYPRMLRNVADIDLSTSVLGQRVSMPICVGATAMQCMAHVDGELATVRACQTMGTGMMLSSWATSSIEEVAEAGPEALRWMQLYIYKDREISRQIVKRAEKQGYKAIFVTVDTPYLGNRIDDVRNRFKLPPQLRMKNFETNDLAFSPKGNFGDNSGLAEYVAQAIDPSLSWDDITWLRRLTSLPIVVKGILRGDDAKEAVKHGVDGILVSNHGARQLDGVPATIDVLPEIVEAVEGKVEVFLDGGVRKGTDV.... (3) The miRNA is cel-miR-786-3p with sequence UAAUGCCCUGAAUGAUGUUCAAU. The protein sequence of the target gene is MERGMHLGAAAAGEDDLFLHKSLSASTSKRLEAAFRSTPPGMDLSLAPPPRERPASSSSSPLGCFEPADPEGAGLLLPPPGGGGGGSAGSGGGGGGGVGVPGLLVGSAGVGGDPSLSSLPAGAALCLKYGESASRGSVAESSGGEQSPDDDSDGRCELVLRAGVADPRASPGAGGGGAKAAEGCSNAHLHGGASVPPGGLGGGGGGGSSSGSSGGGGGSGSGSGGSSSSSSSSSKKSKEQKALRLNINARERRRMHDLNDALDELRAVIPYAHSPSVRKLSKIATLLLAKNYILMQAQAL.... Result: 0 (no interaction). (4) The miRNA is hsa-miR-155-5p with sequence UUAAUGCUAAUCGUGAUAGGGGUU. The protein sequence of the target gene is MSSTSPNLQKAIDLASKAAQEDKAGNYEEALQLYQHAVQYFLHVVKYEAQGDKAKQSIRAKCTEYLDRAEKLKEYLKNKEKKAQKPVKEGQPSPADEKGNDSDGEGESDDPEKKKLQNQLQGAIVIERPNVKWSDVAGLEGAKEALKEAVILPIKFPHLFTGKRTPWRGILLFGPPGTGKSYLAKAVATEANNSTFFSISSSDLVSKWLGESEKLVKNLFQLARENKPSIIFIDEIDSLCGSRSENESEAARRIKTEFLVQMQGVGVDNDGILVLGATNIPWVLDSAIRRRFEKRIYIPL.... Result: 1 (interaction). (5) The miRNA is hsa-miR-301a-5p with sequence GCUCUGACUUUAUUGCACUACU. The protein sequence of the target gene is MAARPPASLSYRTTGSTCLHPLSQLLGIPLDQVNFVACQLFALSAAFWFRIYLHPGKASPEVRHTLATILGIYFVVFCFGWYAVHLFVLVLMCYGVMVTASVSNIHRYSFFVAMGYLTICHISRIYIFHYGILTTDFSGPLMIVTQKITTLAFQVHDGLGRKAEDLSAEQHRLAVKAKPSLLEYLSYHLNFMSVIAGPCNNFKDYVAFIEGRHIHMKLLEVNWTQRGFQSLPEPSPMGAVIQKLCVTLMSLLLFLTLSKSFPVTFLIDDWFVHKANFLSRLWYLYVVMQAAKPKYYFAWT.... Result: 0 (no interaction). (6) The miRNA is hsa-miR-4327 with sequence GGCUUGCAUGGGGGACUGG. The protein sequence of the target gene is MEPSSWSGSESPAENMERMSDSADKPIDNDAEGVWSPDIEQSFQEALAIYPPCGRRKIILSDEGKMYGRNELIARYIKLRTGKTRTRKQVSSHIQVLARRKSRDFHSKLKDQTAKDKALQHMAAMSSAQIVSATAIHNKLGLPGIPRPTFPGAPGFWPGMIQTGQPGSSQDVKPFVQQAYPIQPAVTAPIPGFEPASAPAPSVPAWQGRSIGTTKLRLVEFSAFLEQQRDPDSYNKHLFVHIGHANHSYSDPLLESVDIRQIYDKFPEKKGGLKELFGKGPQNAFFLVKFWADLNCNIQD.... Result: 0 (no interaction). (7) The miRNA is mmu-miR-9-5p with sequence UCUUUGGUUAUCUAGCUGUAUGA. The protein sequence of the target gene is MVRVRAVVMARDDSSGGWLPVGGGGLSQVSVCRVRGARPEGGARQGHYVIHGERLRDQKTTLECTLRPGLVYNKVNPIFHHWSLGDCKFGLTFQSPAEADEFQKSLLAALAALSRGSLTPSSSSSSSSPSQDTAETPCPLTSHVDSDSSSSHSRQETPPTAPIATVESAAAFPLATRPQRRRSSAQSYPPLLPFTGIPEPSESLAGAGSQGWGSRGYEDYRRSGPPPPPLALSTCVVRFAKTGALRGAALGPPVSLPAPLTEAAPPAPPARPPPGPGPTPAPAKASPEAEEAARCVHCRA.... Result: 1 (interaction). (8) The miRNA is hsa-miR-517c-3p with sequence AUCGUGCAUCCUUUUAGAGUGU. The protein sequence of the target gene is MTHSKGRPVTYKTSASPESGGGFVDWTLNLNTIQSDKFLNLLLSMVPVIYQKNQEDRHKKVNGIWQDGLSGAAQTFSKRSEPHLDYHEFSEQAFHSSSSGHTPASCSPKYDDYAGYNYCDGREASETTAMLQDEDLSSEGDDVIVETSQRIPKESSGVMALQILVPFLLAGFGTVSAGMVLDIVQHWEVFKNVTEVFILVPALLGLKGNLEMTLASRLSTAVNVGKMDSPIEKWNLIIGNLALKQVQATVVGFLAAVAAIILGWIPEGKYYLSHSILLCSSSVATAFIASLLQGIIMVGV.... Result: 0 (no interaction).